From a dataset of Peptide-MHC class I binding affinity with 185,985 pairs from IEDB/IMGT. Regression. Given a peptide amino acid sequence and an MHC pseudo amino acid sequence, predict their binding affinity value. This is MHC class I binding data. (1) The peptide sequence is WTALMFAAY. The MHC is HLA-A01:01 with pseudo-sequence HLA-A01:01. The binding affinity (normalized) is 0.550. (2) The peptide sequence is HEMYWVSCG. The MHC is HLA-B44:02 with pseudo-sequence HLA-B44:02. The binding affinity (normalized) is 0.665. (3) The peptide sequence is QEAYYRARA. The binding affinity (normalized) is 0.194. The MHC is HLA-B44:02 with pseudo-sequence HLA-B44:02. (4) The binding affinity (normalized) is 0.0847. The MHC is HLA-B44:02 with pseudo-sequence HLA-B44:02. The peptide sequence is VYQRGTHPF. (5) The peptide sequence is ELLNTPYCNY. The MHC is HLA-A32:01 with pseudo-sequence HLA-A32:01. The binding affinity (normalized) is 0.0208. (6) The peptide sequence is SLTIPSFYT. The MHC is HLA-B39:01 with pseudo-sequence HLA-B39:01. The binding affinity (normalized) is 0.0847. (7) The peptide sequence is VLHDDLLEA. The MHC is HLA-A02:01 with pseudo-sequence HLA-A02:01. The binding affinity (normalized) is 0.700.